This data is from Reaction yield outcomes from USPTO patents with 853,638 reactions. The task is: Predict the reaction yield, written as a fraction of the theoretical maximum amount of product (1.0 means a 100% yield; for example, 0.34 means a 34% yield). (1) The product is [CH2:59]([N:7]([CH2:8][CH2:34][CH3:35])[C:5]([C:4]1[CH:43]=[C:44]([CH:45]=[CH:2][CH:3]=1)[C:46]([OH:48])=[O:47])=[O:6])[CH2:51][CH3:52]. The reactants are Br[C:2]1[CH:3]=[C:4]([CH:43]=[C:44]([C:46]([O:48]C)=[O:47])[CH:45]=1)[C:5]([NH:7][C@@H:8]([CH2:34][C:35]1C=C(F)C=C(F)C=1)[C@@H]([C@H]1C[C@@H](OCCC)CN1C(OC(C)(C)C)=O)O[Si](C(C)(C)C)(C)C)=[O:6].Br[C:51]1[CH:52]=C(C=C(C(OC)=O)[CH:59]=1)C(O)=O.CCN(C(C)C)C(C)C.CN(C(ON1N=NC2C=CC=NC1=2)=[N+](C)C)C.F[P-](F)(F)(F)(F)F.N[C@@H](CC1C=C(F)C=C(F)C=1)[C@@H]([C@H]1C[C@@H](OCCC)CN1C(OC(C)(C)C)=O)O[Si](C(C)(C)C)(C)C. The catalyst is ClCCl. The yield is 0.790. (2) The reactants are [N+:1]([C:4]1[CH:12]=[C:11]2[C:7]([CH:8]=[CH:9][NH:10]2)=[CH:6][CH:5]=1)([O-:3])=[O:2].ClS([N:17]=[C:18]=O)(=O)=O.C([O-])(O)=O.[Na+]. The catalyst is CN(C=O)C.CC#N. The product is [N+:1]([C:4]1[CH:12]=[C:11]2[C:7]([C:8]([C:18]#[N:17])=[CH:9][NH:10]2)=[CH:6][CH:5]=1)([O-:3])=[O:2]. The yield is 0.820.